From a dataset of TCR-epitope binding with 47,182 pairs between 192 epitopes and 23,139 TCRs. Binary Classification. Given a T-cell receptor sequence (or CDR3 region) and an epitope sequence, predict whether binding occurs between them. (1) The epitope is YLNTLTLAV. The TCR CDR3 sequence is CASSQDRPYEQYF. Result: 1 (the TCR binds to the epitope). (2) The epitope is FLKEKGGL. The TCR CDR3 sequence is CASSFDRGNTIYF. Result: 0 (the TCR does not bind to the epitope). (3) The epitope is TLIGDCATV. The TCR CDR3 sequence is CASSVTGLWEQYF. Result: 1 (the TCR binds to the epitope). (4) The epitope is FLYNLLTRV. The TCR CDR3 sequence is CASSFATVGEKLFF. Result: 1 (the TCR binds to the epitope).